From a dataset of Reaction yield outcomes from USPTO patents with 853,638 reactions. Predict the reaction yield, written as a fraction of the theoretical maximum amount of product (1.0 means a 100% yield; for example, 0.34 means a 34% yield). (1) The reactants are C(OC([N:8]1[C:16]2[C:11](=[CH:12][CH:13]=[CH:14][CH:15]=2)[C:10]([CH2:17][C@H:18]([N:31]2[C:35](=[O:36])[CH:34]([C:37]3[CH:46]=[CH:45][C:40]4[O:41][CH2:42][CH2:43][O:44][C:39]=4[CH:38]=3)[NH:33][C:32]2=[O:47])[C:19](=[O:30])[NH:20][C:21]2[S:22][CH:23]=[C:24]([C:26]([O:28][CH3:29])=[O:27])[N:25]=2)=[CH:9]1)=O)(C)(C)C.FC(F)(F)C(O)=O. The catalyst is ClCCl. The product is [CH3:29][O:28][C:26]([C:24]1[N:25]=[C:21]([NH:20][C:19](=[O:30])[C@@H:18]([N:31]2[C:35](=[O:36])[CH:34]([C:37]3[CH:46]=[CH:45][C:40]4[O:41][CH2:42][CH2:43][O:44][C:39]=4[CH:38]=3)[NH:33][C:32]2=[O:47])[CH2:17][C:10]2[C:11]3[C:16](=[CH:15][CH:14]=[CH:13][CH:12]=3)[NH:8][CH:9]=2)[S:22][CH:23]=1)=[O:27]. The yield is 0.550. (2) The reactants are [C:1]([N:4]1[C:13]2[C:8](=[CH:9][C:10](Br)=[CH:11][CH:12]=2)[C@H:7]([NH:15][C:16](=[O:21])[O:17][CH:18]([CH3:20])[CH3:19])[CH2:6][C@@H:5]1[CH3:22])(=[O:3])[CH3:2].C(=O)([O-])[O-].[K+].[K+].CC1(C)C(C)(C)OB([C:37]2[CH:44]=[CH:43][C:40]([C:41]#[N:42])=[CH:39][CH:38]=2)O1.C(O)C. The catalyst is C1C=CC([P]([Pd]([P](C2C=CC=CC=2)(C2C=CC=CC=2)C2C=CC=CC=2)([P](C2C=CC=CC=2)(C2C=CC=CC=2)C2C=CC=CC=2)[P](C2C=CC=CC=2)(C2C=CC=CC=2)C2C=CC=CC=2)(C2C=CC=CC=2)C2C=CC=CC=2)=CC=1.C1(C)C=CC=CC=1. The product is [C:1]([N:4]1[C:13]2[C:8](=[CH:9][C:10]([C:37]3[CH:44]=[CH:43][C:40]([C:41]#[N:42])=[CH:39][CH:38]=3)=[CH:11][CH:12]=2)[C@H:7]([NH:15][C:16](=[O:21])[O:17][CH:18]([CH3:20])[CH3:19])[CH2:6][C@@H:5]1[CH3:22])(=[O:3])[CH3:2]. The yield is 0.830. (3) The reactants are [Cl:1][C:2]1[CH:7]=[CH:6][C:5]([NH:8][C@H:9]2[C:18]3[C:13](=[CH:14][CH:15]=[CH:16][CH:17]=3)[N:12]([C:19]([C:21]3[CH:26]=[CH:25][C:24]([F:27])=[CH:23][CH:22]=3)=[O:20])[C@@H:11]([CH3:28])[CH2:10]2)=[CH:4][CH:3]=1.C(N(C(C)C)CC)(C)C.[C:38](Cl)(=[O:40])[CH3:39]. The catalyst is C(Cl)Cl. The product is [Cl:1][C:2]1[CH:7]=[CH:6][C:5]([N:8]([CH:9]2[C:18]3[C:13](=[CH:14][CH:15]=[CH:16][CH:17]=3)[N:12]([C:19](=[O:20])[C:21]3[CH:22]=[CH:23][C:24]([F:27])=[CH:25][CH:26]=3)[CH:11]([CH3:28])[CH2:10]2)[C:38](=[O:40])[CH3:39])=[CH:4][CH:3]=1. The yield is 0.710. (4) The yield is 0.660. The product is [CH2:16]([O:15][C:10]1[C:9]([F:18])=[C:8]([NH2:7])[C:13]([F:14])=[CH:12][CH:11]=1)[CH3:17]. The reactants are C(OC(=O)[NH:7][C:8]1[C:13]([F:14])=[CH:12][CH:11]=[C:10]([O:15][CH2:16][CH3:17])[C:9]=1[F:18])(C)(C)C.FC(F)(F)C(O)=O. The catalyst is ClCCl. (5) The product is [CH2:60]([C@H:26]1[CH2:31][N:30]([CH:32]2[CH2:33][O:34][CH2:35]2)[CH2:29][CH2:28][N:27]1[C:36]1[CH:37]=[CH:38][C:39]([NH:42][C:43]2[C:44](=[O:59])[N:45]([CH3:58])[CH:46]=[C:47]([C:2]3[C:7]([CH:8]=[O:9])=[C:6]([N:10]4[CH:22]=[CH:21][N:13]5[C:14]6[CH2:15][CH2:16][CH2:17][CH2:18][C:19]=6[CH:20]=[C:12]5[C:11]4=[O:23])[N:5]=[CH:4][CH:3]=3)[CH:48]=2)=[N:40][CH:41]=1)[CH3:61]. The reactants are Cl[C:2]1[C:7]([CH:8]=[O:9])=[C:6]([N:10]2[CH2:22][CH2:21][N:13]3[C:14]4[CH2:15][CH2:16][CH2:17][CH2:18][C:19]=4[CH:20]=[C:12]3[C:11]2=[O:23])[N:5]=[CH:4][CH:3]=1.C([C@H:26]1[CH2:31][N:30]([CH:32]2[CH2:35][O:34][CH2:33]2)[CH2:29][CH2:28][N:27]1[C:36]1[CH:37]=[CH:38][C:39]([NH:42][C:43]2[C:44](=[O:59])[N:45]([CH3:58])[CH:46]=[C:47](B3OC(C)(C)C(C)(C)O3)[CH:48]=2)=[N:40][CH:41]=1)C.[C:60]([O-])(=O)[CH3:61].[K+]. The catalyst is O.C1C=CC(P(C2C=CC=CC=2)[C-]2C=CC=C2)=CC=1.C1C=CC(P(C2C=CC=CC=2)[C-]2C=CC=C2)=CC=1.Cl[Pd]Cl.[Fe+2].C(#N)C. The yield is 0.460. (6) The reactants are [S:1]1[C:5]([C:6]2[CH:7]=[C:8](Br)[CH:9]=[C:10]3[C:14]=2[N:13](COCC[Si](C)(C)C)[N:12]=[CH:11]3)=[CH:4][C:3]2[CH:24]=[CH:25][CH:26]=[CH:27][C:2]1=2.S1C(C2C=CC=C3C=2NN=C3[C:42]([C:44]2[CH:49]=[CH:48][CH:47]=[CH:46][N:45]=2)=[O:43])=CC2C=CC=CC1=2. No catalyst specified. The product is [S:1]1[C:5]([C:6]2[CH:7]=[C:8]([C:42]([C:44]3[CH:49]=[CH:48][CH:47]=[CH:46][N:45]=3)=[O:43])[CH:9]=[C:10]3[C:14]=2[NH:13][N:12]=[CH:11]3)=[CH:4][C:3]2[CH:24]=[CH:25][CH:26]=[CH:27][C:2]1=2. The yield is 0.110.